From a dataset of Catalyst prediction with 721,799 reactions and 888 catalyst types from USPTO. Predict which catalyst facilitates the given reaction. (1) Reactant: O1[C:5]2([CH2:10][CH2:9][N:8]([C:11]3[CH:16]=[CH:15][C:14]([N:17]4[CH2:21][C@H:20]([CH2:22][O:23][C:24]5[CH:28]=[CH:27][O:26][N:25]=5)[O:19][C:18]4=[O:29])=[CH:13][C:12]=3[F:30])[CH2:7][CH2:6]2)[O:4]CC1. Product: [O:4]=[C:5]1[CH2:6][CH2:7][N:8]([C:11]2[CH:16]=[CH:15][C:14]([N:17]3[CH2:21][C@H:20]([CH2:22][O:23][C:24]4[CH:28]=[CH:27][O:26][N:25]=4)[O:19][C:18]3=[O:29])=[CH:13][C:12]=2[F:30])[CH2:9][CH2:10]1. The catalyst class is: 86. (2) Reactant: [O:1]=[C:2]1[CH2:11][CH2:10][CH2:9][C@@H:8]2[N:3]1[CH2:4][C@H:5]([C:12]([OH:14])=O)[CH2:6][CH2:7]2.Cl.[Cl:16][C:17]1[C:18]([CH2:23][NH2:24])=[N:19][CH:20]=[CH:21][N:22]=1.CN(C(ON1N=NC2C=CC=NC1=2)=[N+](C)C)C.F[P-](F)(F)(F)(F)F. Product: [Cl:16][C:17]1[C:18]([CH2:23][NH:24][C:12]([C@H:5]2[CH2:4][N:3]3[C@@H:8]([CH2:9][CH2:10][CH2:11][C:2]3=[O:1])[CH2:7][CH2:6]2)=[O:14])=[N:19][CH:20]=[CH:21][N:22]=1. The catalyst class is: 2. (3) Reactant: [Cl:1][C:2]1[N:3]=[C:4](Cl)[C:5]2[S:10][CH:9]=[C:8]([CH2:11][CH2:12][CH3:13])[C:6]=2[N:7]=1.[CH3:15][NH2:16]. Product: [Cl:1][C:2]1[N:3]=[C:4]([NH:16][CH3:15])[C:5]2[S:10][CH:9]=[C:8]([CH2:11][CH2:12][CH3:13])[C:6]=2[N:7]=1. The catalyst class is: 121.